From a dataset of Full USPTO retrosynthesis dataset with 1.9M reactions from patents (1976-2016). Predict the reactants needed to synthesize the given product. (1) Given the product [Cl:12][C:7]1[N:6]=[CH:5][C:4]([CH2:3][OH:2])=[CH:9][C:8]=1[O:10][CH3:11], predict the reactants needed to synthesize it. The reactants are: C[O:2][C:3](=O)[C:4]1[CH:9]=[C:8]([O:10][CH3:11])[C:7]([Cl:12])=[N:6][CH:5]=1.[H-].[H-].[H-].[H-].[Li+].[Al+3]. (2) Given the product [ClH:24].[Cl:44][C:38]1[CH:39]=[CH:40][CH:41]=[C:42]([F:43])[C:37]=1[C:35]1[S:34][C:33]2[C:28]([NH:52][C:12]3[CH:13]=[C:8]([NH2:7])[N:9]=[CH:15][N:16]=3)=[N:29][CH:30]=[C:31]([F:45])[C:32]=2[N:36]=1, predict the reactants needed to synthesize it. The reactants are: C(OC(=O)[NH:7][C:8]1[C:13]2S[C:15](C3C(F)=CC=CC=3[Cl:24])=[N:16][C:12]=2C(F)=C[N:9]=1)(C)(C)C.Br[C:28]1[C:33]2[S:34][C:35]([C:37]3[C:42]([F:43])=[CH:41][CH:40]=[CH:39][C:38]=3[Cl:44])=[N:36][C:32]=2[C:31]([F:45])=[CH:30][N:29]=1.C(OC(=O)[NH2:52])(C)(C)C.CC1(C)C2C(=C(P(C3C=CC=CC=3)C3C=CC=CC=3)C=CC=2)OC2C(P(C3C=CC=CC=3)C3C=CC=CC=3)=CC=CC1=2.[O-]P([O-])([O-])=O.[K+].[K+].[K+]. (3) Given the product [Br:1][C:2]1[C:6]2[CH:7]=[C:8]([CH2:11][O:13][C:14]3[CH:15]=[CH:16][C:17]([C@@H:20]([C:27]#[C:28][CH3:29])[CH2:21][C:22]([O:24][CH2:25][CH3:26])=[O:23])=[CH:18][CH:19]=3)[CH:9]=[CH:10][C:5]=2[S:4][CH:3]=1, predict the reactants needed to synthesize it. The reactants are: [Br:1][C:2]1[C:6]2[CH:7]=[C:8]([CH2:11]Cl)[CH:9]=[CH:10][C:5]=2[S:4][CH:3]=1.[OH:13][C:14]1[CH:19]=[CH:18][C:17]([C@@H:20]([C:27]#[C:28][CH3:29])[CH2:21][C:22]([O:24][CH2:25][CH3:26])=[O:23])=[CH:16][CH:15]=1.C([O-])([O-])=O.[K+].[K+]. (4) Given the product [Br:1][C:2]1[CH:3]=[CH:4][C:5]([C:8]2[N:9]([CH2:13][C@@H:14]3[CH2:18][CH2:17][N:16]([C:19]([CH:33]4[CH2:35][CH2:34]4)=[O:21])[CH2:15]3)[CH:10]=[CH:11][N:12]=2)=[CH:6][CH:7]=1, predict the reactants needed to synthesize it. The reactants are: [Br:1][C:2]1[CH:7]=[CH:6][C:5]([C:8]2[N:9]([CH2:13][CH:14]3[CH2:18][CH2:17][N:16]([C:19]([O:21]C(C)(C)C)=O)[CH2:15]3)[CH:10]=[CH:11][N:12]=2)=[CH:4][CH:3]=1.Cl.CCN([CH:33]([CH3:35])[CH3:34])C(C)C.C1(C(Cl)=O)CC1. (5) Given the product [C:25]([N:28]1[C:37]2[C:32](=[CH:33][C:34]([NH:38][C:54](=[O:55])[C:53]3[CH:57]=[CH:58][CH:59]=[CH:60][C:52]=3[O:51][C:48](=[O:50])[CH3:49])=[CH:35][CH:36]=2)[C:31]([C:40]2[CH:45]=[CH:44][CH:43]=[CH:42][CH:41]=2)([CH3:39])[CH2:30][C:29]1([CH3:47])[CH3:46])(=[O:27])[CH3:26], predict the reactants needed to synthesize it. The reactants are: CN(C(ON1N=NC2C=CC=NC1=2)=[N+](C)C)C.F[P-](F)(F)(F)(F)F.[C:25]([N:28]1[C:37]2[C:32](=[CH:33][C:34]([NH2:38])=[CH:35][CH:36]=2)[C:31]([C:40]2[CH:45]=[CH:44][CH:43]=[CH:42][CH:41]=2)([CH3:39])[CH2:30][C:29]1([CH3:47])[CH3:46])(=[O:27])[CH3:26].[C:48]([O:51][C:52]1[CH:60]=[CH:59][CH:58]=[CH:57][C:53]=1[C:54](O)=[O:55])(=[O:50])[CH3:49].C(N(CC)C(C)C)(C)C. (6) The reactants are: [N:1]1[CH:6]=[CH:5][CH:4]=[CH:3][C:2]=1[C:7]([NH:9][C:10]1[C:11]([C:21]([OH:23])=O)=[N:12][N:13]([CH:15]2[CH2:20][CH2:19][CH2:18][CH2:17][O:16]2)[CH:14]=1)=[O:8].[C:24]([C:26]([CH3:30])([CH3:29])[CH2:27][NH2:28])#[N:25].CCN=C=NCCCN(C)C.C1C=CC2N(O)N=NC=2C=1.C(=O)([O-])O.[Na+]. Given the product [C:24]([C:26]([CH3:30])([CH3:29])[CH2:27][NH:28][C:21]([C:11]1[C:10]([NH:9][C:7]([C:2]2[CH:3]=[CH:4][CH:5]=[CH:6][N:1]=2)=[O:8])=[CH:14][N:13]([CH:15]2[CH2:20][CH2:19][CH2:18][CH2:17][O:16]2)[N:12]=1)=[O:23])#[N:25], predict the reactants needed to synthesize it. (7) The reactants are: [CH2:1]([O:8][C:9]1[CH:19]=[CH:18][C:12]([O:13][CH2:14][CH:15]2[O:17][CH2:16]2)=[CH:11][CH:10]=1)[C:2]1[CH:7]=[CH:6][CH:5]=[CH:4][CH:3]=1.Cl.Cl.[CH3:22][O:23][C:24]1[CH:29]=[CH:28][C:27]([O:30][CH3:31])=[CH:26][C:25]=1[N:32]1[CH2:37][CH2:36][NH:35][CH2:34][CH2:33]1.C(N(CC)CC)C. Given the product [CH2:1]([O:8][C:9]1[CH:19]=[CH:18][C:12]([O:13][CH2:14][CH:15]([OH:17])[CH2:16][N:35]2[CH2:34][CH2:33][N:32]([C:25]3[CH:26]=[C:27]([O:30][CH3:31])[CH:28]=[CH:29][C:24]=3[O:23][CH3:22])[CH2:37][CH2:36]2)=[CH:11][CH:10]=1)[C:2]1[CH:7]=[CH:6][CH:5]=[CH:4][CH:3]=1, predict the reactants needed to synthesize it. (8) Given the product [NH2:33][C@H:34]([C:42]([OH:44])=[O:43])[CH2:35][CH2:36][CH2:37][NH:38][C:39](=[NH:40])[NH2:41].[CH2:1]([O:3][CH:4]([CH2:8][C:9]1[CH:10]=[CH:11][C:12]([O:15][CH2:16][CH2:17][N:18]2[C:23](=[O:24])[CH:22]=[C:21]([C:25]3[CH:30]=[CH:29][CH:28]=[CH:27][CH:26]=3)[N:20]=[C:19]2[CH2:31][CH3:32])=[CH:13][CH:14]=1)[C:5]([OH:7])=[O:6])[CH3:2], predict the reactants needed to synthesize it. The reactants are: [CH2:1]([O:3][CH:4]([CH2:8][C:9]1[CH:14]=[CH:13][C:12]([O:15][CH2:16][CH2:17][N:18]2[C:23](=[O:24])[CH:22]=[C:21]([C:25]3[CH:30]=[CH:29][CH:28]=[CH:27][CH:26]=3)[N:20]=[C:19]2[CH2:31][CH3:32])=[CH:11][CH:10]=1)[C:5]([OH:7])=[O:6])[CH3:2].[NH2:33][C@H:34]([C:42]([OH:44])=[O:43])[CH2:35][CH2:36][CH2:37][NH:38][C:39](=[NH:41])[NH2:40]. (9) Given the product [Cl:1][C:2]1[CH:3]=[CH:4][C:5]([S:8]([N:11]([CH:12]2[CH2:18][CH2:17][CH2:16][CH2:15][NH:14][C:13]2=[O:19])[CH2:21][C:22]2[CH:23]=[CH:24][C:25]([N:28]3[CH:32]=[CH:31][CH:30]=[N:29]3)=[CH:26][CH:27]=2)(=[O:10])=[O:9])=[CH:6][CH:7]=1, predict the reactants needed to synthesize it. The reactants are: [Cl:1][C:2]1[CH:7]=[CH:6][C:5]([S:8]([NH:11][CH:12]2[CH2:18][CH2:17][CH2:16][CH2:15][NH:14][C:13]2=[O:19])(=[O:10])=[O:9])=[CH:4][CH:3]=1.Br[CH2:21][C:22]1[CH:27]=[CH:26][C:25]([N:28]2[CH:32]=[CH:31][CH:30]=[N:29]2)=[CH:24][CH:23]=1.C(=O)([O-])[O-].[K+].[K+].[I-].[K+].